From a dataset of Full USPTO retrosynthesis dataset with 1.9M reactions from patents (1976-2016). Predict the reactants needed to synthesize the given product. (1) Given the product [Cl:12][CH2:22][CH2:23][NH:24][C:25]([NH:27][C:28]1[C:37]2[C:32](=[CH:33][CH:34]=[CH:35][CH:36]=2)[N:31]=[C:30]([CH3:38])[CH:29]=1)=[O:26], predict the reactants needed to synthesize it. The reactants are: FC(F)(F)C1C=CC(S([Cl:12])(=O)=O)=CC=1.NC1CCN([CH2:22][CH2:23][NH:24][C:25]([NH:27][C:28]2[C:37]3[C:32](=[CH:33][CH:34]=[CH:35][CH:36]=3)[N:31]=[C:30]([CH3:38])[CH:29]=2)=[O:26])CC1.CCN(C(C)C)C(C)C. (2) Given the product [NH:7]1[C:8]2[CH2:13][CH2:12][NH:11][CH2:10][C:9]=2[C:5]([C:2]([OH:1])([CH3:3])[CH3:4])=[N:6]1, predict the reactants needed to synthesize it. The reactants are: [OH:1][C:2]([C:5]1[C:9]2[CH2:10][N:11](C(OC(C)(C)C)=O)[CH2:12][CH2:13][C:8]=2[NH:7][N:6]=1)([CH3:4])[CH3:3].Cl.O1CCOCC1. (3) Given the product [CH:26]([C:22]1[CH:21]=[C:3]([C:4]2[N:5]([C:6]3[CH:11]=[CH:10][C:9]([CH2:12][N:13]4[CH2:18][CH2:17][N:16]([CH3:19])[CH2:15][CH2:14]4)=[CH:8][CH:7]=3)[C:29]([C:30]3[CH:31]=[N:32][CH:33]=[CH:34][CH:35]=3)=[N:37][N:38]=2)[C:2]([OH:1])=[CH:24][C:23]=1[OH:25])([CH3:28])[CH3:27], predict the reactants needed to synthesize it. The reactants are: [OH:1][C:2]1[CH:24]=[C:23]([OH:25])[C:22]([CH:26]([CH3:28])[CH3:27])=[CH:21][C:3]=1[C:4](=S)[NH:5][C:6]1[CH:11]=[CH:10][C:9]([CH2:12][N:13]2[CH2:18][CH2:17][N:16]([CH3:19])[CH2:15][CH2:14]2)=[CH:8][CH:7]=1.[C:29]([NH:37][NH2:38])(=O)[C:30]1[CH:35]=[CH:34][CH:33]=[N:32][CH:31]=1.N1C=CC=CC=1.O. (4) Given the product [CH3:1][C:2]1[CH:7]=[CH:6][C:5]([S:8]([O:11][CH2:12][CH:13]2[CH2:17][C:16]3[C:18]([C:25]4[C:26]([CH3:30])=[CH:27][CH:28]=[CH:29][C:24]=4[CH3:23])=[CH:19][CH:20]=[CH:21][C:15]=3[O:14]2)(=[O:10])=[O:9])=[CH:4][CH:3]=1, predict the reactants needed to synthesize it. The reactants are: [CH3:1][C:2]1[CH:7]=[CH:6][C:5]([S:8]([O:11][CH2:12][CH:13]2[CH2:17][C:16]3[C:18](Br)=[CH:19][CH:20]=[CH:21][C:15]=3[O:14]2)(=[O:10])=[O:9])=[CH:4][CH:3]=1.[CH3:23][C:24]1[CH:29]=[CH:28][CH:27]=[C:26]([CH3:30])[C:25]=1B(O)O.O.O.O.O.O.O.O.O.[OH-].[Ba+2].[OH-]. (5) The reactants are: S(Cl)([Cl:3])=O.[CH2:5]([C:7]1[C:8]([NH:29][CH2:30][C@@H:31]([C:43]([OH:45])=[O:44])[NH:32][C:33]([O:35][CH2:36][C:37]2[CH:42]=[CH:41][CH:40]=[CH:39][CH:38]=2)=[O:34])=[N:9][CH:10]=[N:11][C:12]=1[N:13]1[CH2:18][CH2:17][CH:16]([C:19]2[N:28]=[C:27]3[C:22]([CH2:23][CH2:24][CH2:25][NH:26]3)=[CH:21][CH:20]=2)[CH2:15][CH2:14]1)[CH3:6].[CH2:46](O)[CH3:47]. Given the product [ClH:3].[ClH:3].[CH2:5]([C:7]1[C:8]([NH:29][CH2:30][C@@H:31]([C:43]([O:45][CH2:46][CH3:47])=[O:44])[NH:32][C:33]([O:35][CH2:36][C:37]2[CH:38]=[CH:39][CH:40]=[CH:41][CH:42]=2)=[O:34])=[N:9][CH:10]=[N:11][C:12]=1[N:13]1[CH2:14][CH2:15][CH:16]([C:19]2[N:28]=[C:27]3[C:22]([CH2:23][CH2:24][CH2:25][NH:26]3)=[CH:21][CH:20]=2)[CH2:17][CH2:18]1)[CH3:6], predict the reactants needed to synthesize it. (6) The reactants are: COC1C=CC(C[NH:8][CH2:9][CH2:10][CH:11]([CH2:24][CH2:25][NH:26]CC2C=CC(OC)=CC=2)[CH2:12][CH2:13][NH:14]CC2C=CC(OC)=CC=2)=CC=1. Given the product [NH2:8][CH2:9][CH2:10][CH:11]([CH2:24][CH2:25][NH2:26])[CH2:12][CH2:13][NH2:14], predict the reactants needed to synthesize it. (7) The reactants are: [CH3:1][S:2]([NH:5][C:6]1[CH:11]=[CH:10][C:9]([C:12](=[O:19])[CH2:13][C:14](=[CH2:18])[C:15]([OH:17])=[O:16])=[CH:8][CH:7]=1)(=[O:4])=[O:3].[CH2:20](S)[C:21]1[CH:26]=[CH:25][CH:24]=[CH:23][CH:22]=1.CO.O[O:31][S:32]([O-:34])=O.[K+]. Given the product [CH3:1][S:2]([NH:5][C:6]1[CH:7]=[CH:8][C:9]([C:12](=[O:19])[CH2:13][CH:14]([CH2:18][S:32]([CH2:20][C:21]2[CH:26]=[CH:25][CH:24]=[CH:23][CH:22]=2)(=[O:34])=[O:31])[C:15]([OH:17])=[O:16])=[CH:10][CH:11]=1)(=[O:4])=[O:3], predict the reactants needed to synthesize it. (8) Given the product [OH:24][CH:22]1[CH2:23][N:19]([C:17]([CH:13]([NH:12][C:11](=[O:35])[CH:9]([NH:7][CH3:8])[CH3:10])[CH:14]([O:38][CH3:37])[CH3:15])=[O:18])[CH:20]([CH2:25][C:26]2[C:34]3[C:29](=[N:30][CH:31]=[CH:32][CH:33]=3)[NH:28][CH:27]=2)[CH2:21]1, predict the reactants needed to synthesize it. The reactants are: C(OC(=O)[N:7]([CH:9]([C:11](=[O:35])[NH:12][CH:13]([C:17]([N:19]1[CH2:23][CH:22]([OH:24])[CH2:21][CH:20]1[CH2:25][C:26]1[C:34]2[C:29](=[N:30][CH:31]=[CH:32][CH:33]=2)[NH:28][CH:27]=1)=[O:18])[CH:14](C)[CH3:15])[CH3:10])[CH3:8])(C)(C)C.[C:37](O)(C(F)(F)F)=[O:38]. (9) The reactants are: [Cl:1][C:2]1[C:7]2[CH2:8][CH:9]([C:10]([OH:12])=O)[C:6]=2[CH:5]=[CH:4][CH:3]=1.[CH2:13]([NH:20][CH2:21]/[C:22](/[CH3:25])=[CH:23]/[CH3:24])[C:14]1[CH:19]=[CH:18][CH:17]=[CH:16][CH:15]=1.C(N(CC)CC)C.[O-]P1(OP([O-])(=O)OP([O-])(=O)OP([O-])(=O)O1)=O.[Na+].[Na+].[Na+].[Na+].C(OCC)(=O)C. Given the product [CH2:13]([N:20]([CH2:21]/[C:22](/[CH3:25])=[CH:23]/[CH3:24])[C:10]([CH:9]1[C:6]2[CH:5]=[CH:4][CH:3]=[C:2]([Cl:1])[C:7]=2[CH2:8]1)=[O:12])[C:14]1[CH:19]=[CH:18][CH:17]=[CH:16][CH:15]=1, predict the reactants needed to synthesize it. (10) Given the product [Cl:1][C:2]1[CH:31]=[C:30]([Cl:32])[CH:29]=[CH:28][C:3]=1[CH2:4][N:5]1[CH2:9][C@H:8]([C:10]2[CH:14]=[CH:13][S:12][CH:11]=2)[C@@H:7]([CH2:15][N:16]2[CH2:21][CH2:20][CH:19]([CH2:22][O:23][CH2:24][CH2:25][CH2:26][O:27][C:33](=[O:35])[CH3:34])[CH2:18][CH2:17]2)[CH2:6]1, predict the reactants needed to synthesize it. The reactants are: [Cl:1][C:2]1[CH:31]=[C:30]([Cl:32])[CH:29]=[CH:28][C:3]=1[CH2:4][N:5]1[CH2:9][C@H:8]([C:10]2[CH:14]=[CH:13][S:12][CH:11]=2)[C@@H:7]([CH2:15][N:16]2[CH2:21][CH2:20][CH:19]([CH2:22][O:23][CH2:24][CH2:25][CH2:26][OH:27])[CH2:18][CH2:17]2)[CH2:6]1.[C:33](OC(=O)C)(=[O:35])[CH3:34].N1C=CC=CC=1.C([O-])([O-])=O.[Na+].[Na+].